From a dataset of Forward reaction prediction with 1.9M reactions from USPTO patents (1976-2016). Predict the product of the given reaction. (1) Given the reactants Cl.[CH3:2][O:3][C:4]1[C:12]2[O:11][C:10]([CH3:14])([CH3:13])[CH2:9][C:8]=2[C:7]([C:15]2[C:16]([CH3:28])([CH3:27])[C:17](=[O:26])[N:18]([CH:20]3[CH2:25][CH2:24][NH:23][CH2:22][CH2:21]3)[N:19]=2)=[CH:6][CH:5]=1.[CH3:29][O:30][C:31]1[CH:39]=[C:38]([O:40][CH3:41])[CH:37]=[CH:36][C:32]=1[C:33](O)=[O:34], predict the reaction product. The product is: [CH3:29][O:30][C:31]1[CH:39]=[C:38]([O:40][CH3:41])[CH:37]=[CH:36][C:32]=1[C:33]([N:23]1[CH2:24][CH2:25][CH:20]([N:18]2[C:17](=[O:26])[C:16]([CH3:28])([CH3:27])[C:15]([C:7]3[C:8]4[CH2:9][C:10]([CH3:14])([CH3:13])[O:11][C:12]=4[C:4]([O:3][CH3:2])=[CH:5][CH:6]=3)=[N:19]2)[CH2:21][CH2:22]1)=[O:34]. (2) The product is: [F:16][C:2]([F:1])([C:9]1[CH:14]=[CH:13][C:12]([F:15])=[CH:11][CH:10]=1)[CH2:3][CH2:4][SH:5]. Given the reactants [F:1][C:2]([F:16])([C:9]1[CH:14]=[CH:13][C:12]([F:15])=[CH:11][CH:10]=1)[CH2:3][CH2:4][S:5]C(=O)C.[OH-].[Na+], predict the reaction product.